From a dataset of Forward reaction prediction with 1.9M reactions from USPTO patents (1976-2016). Predict the product of the given reaction. Given the reactants [F:1][C:2]([F:28])([F:27])[C:3]1[NH:4][C:5]2[C:10]([CH:11]=1)=[CH:9][C:8]([CH2:12][NH:13][C:14]([C:16]1[CH:21]=[CH:20][C:19]([C:22]([F:25])([F:24])[F:23])=[CH:18][N:17]=1)=[O:15])=[CH:7][C:6]=2Br.[CH3:29][N:30](C=O)C, predict the reaction product. The product is: [F:1][C:2]([F:28])([F:27])[C:3]1[NH:4][C:5]2[C:10]([CH:11]=1)=[CH:9][C:8]([CH2:12][NH:13][C:14]([C:16]1[CH:21]=[CH:20][C:19]([C:22]([F:25])([F:24])[F:23])=[CH:18][N:17]=1)=[O:15])=[CH:7][C:6]=2[C:29]#[N:30].